From a dataset of Full USPTO retrosynthesis dataset with 1.9M reactions from patents (1976-2016). Predict the reactants needed to synthesize the given product. (1) Given the product [F:29][C:2]1([F:1])[CH:7]([C:8]2[CH:13]=[CH:12][C:11]([B:30]3[O:34][C:33]([CH3:36])([CH3:35])[C:32]([CH3:38])([CH3:37])[O:31]3)=[CH:10][CH:9]=2)[CH2:6][CH2:5][N:4]([C:22]([O:24][C:25]([CH3:28])([CH3:26])[CH3:27])=[O:23])[CH2:3]1, predict the reactants needed to synthesize it. The reactants are: [F:1][C:2]1([F:29])[CH:7]([C:8]2[CH:13]=[CH:12][C:11](OS(C(F)(F)F)(=O)=O)=[CH:10][CH:9]=2)[CH2:6][CH2:5][N:4]([C:22]([O:24][C:25]([CH3:28])([CH3:27])[CH3:26])=[O:23])[CH2:3]1.[B:30]1([B:30]2[O:34][C:33]([CH3:36])([CH3:35])[C:32]([CH3:38])([CH3:37])[O:31]2)[O:34][C:33]([CH3:36])([CH3:35])[C:32]([CH3:38])([CH3:37])[O:31]1.C([O-])(=O)C.[K+]. (2) The reactants are: [Br:1][C:2]1[CH:7]=[CH:6][C:5]([C:8]2[CH2:9][CH2:10][NH:11][CH2:12][CH:13]=2)=[C:4]([N+:14]([O-:16])=[O:15])[CH:3]=1.C=O.[C:19]([BH3-])#N.[Na+].C(O)(=O)C. Given the product [Br:1][C:2]1[CH:7]=[CH:6][C:5]([C:8]2[CH2:13][CH2:12][N:11]([CH3:19])[CH2:10][CH:9]=2)=[C:4]([N+:14]([O-:16])=[O:15])[CH:3]=1, predict the reactants needed to synthesize it. (3) Given the product [Cl:31][C:32]1[CH:37]=[CH:36][CH:35]=[CH:34][C:33]=1[C:2]1[CH:7]=[CH:6][CH:5]=[CH:4][C:3]=1[CH2:8][CH2:9][C:10]([N:12]([CH:22]([CH3:24])[CH3:23])[NH:13][C:14](=[O:21])[C:15]1[CH:20]=[CH:19][CH:18]=[CH:17][CH:16]=1)=[O:11], predict the reactants needed to synthesize it. The reactants are: Br[C:2]1[CH:7]=[CH:6][CH:5]=[CH:4][C:3]=1[CH2:8][CH2:9][C:10]([N:12]([CH:22]([CH3:24])[CH3:23])[NH:13][C:14](=[O:21])[C:15]1[CH:20]=[CH:19][CH:18]=[CH:17][CH:16]=1)=[O:11].C([O-])([O-])=O.[Na+].[Na+].[Cl:31][C:32]1[CH:37]=[CH:36][CH:35]=[CH:34][C:33]=1B(O)O. (4) Given the product [Br:23][C:24]1[CH:25]=[N:26][C:27]([N:4]2[CH2:5][CH2:6][C:7]([CH3:13])([C:8]([O:10][CH2:11][CH3:12])=[O:9])[CH:2]([CH3:1])[CH2:3]2)=[N:28][CH:29]=1, predict the reactants needed to synthesize it. The reactants are: [CH3:1][CH:2]1[C:7]([CH3:13])([C:8]([O:10][CH2:11][CH3:12])=[O:9])[CH2:6][CH2:5][NH:4][CH2:3]1.CCN(C(C)C)C(C)C.[Br:23][C:24]1[CH:25]=[N:26][C:27](Cl)=[N:28][CH:29]=1.CCCCCC. (5) Given the product [CH3:20][Si:21]([CH3:28])([CH3:27])[CH2:22][CH2:23][O:24][CH2:25][O:1][C:2]1([C:6]2[S:7][CH:8]=[CH:9][N:10]=2)[CH2:5][CH2:4][CH2:3]1, predict the reactants needed to synthesize it. The reactants are: [OH:1][C:2]1([C:6]2[S:7][CH:8]=[CH:9][N:10]=2)[CH2:5][CH2:4][CH2:3]1.CCN(C(C)C)C(C)C.[CH3:20][Si:21]([CH3:28])([CH3:27])[CH2:22][CH2:23][O:24][CH2:25]Cl.[NH4+].[Cl-]. (6) Given the product [CH2:12]([N:11]([CH2:14][CH3:15])[CH2:10][CH2:9][CH2:8][NH:7][C:5](=[O:6])[C:4]1[CH:16]=[CH:17][N:18]=[C:2]([NH:19][C:20]2[CH:34]=[CH:33][CH:32]=[C:22]([C:23](=[O:24])[NH:25][C:26]3[CH:31]=[CH:30][N:29]=[CH:28][N:27]=3)[CH:21]=2)[CH:3]=1)[CH3:13], predict the reactants needed to synthesize it. The reactants are: Cl[C:2]1[CH:3]=[C:4]([CH:16]=[CH:17][N:18]=1)[C:5]([NH:7][CH2:8][CH2:9][CH2:10][N:11]([CH2:14][CH3:15])[CH2:12][CH3:13])=[O:6].[NH2:19][C:20]1[CH:21]=[C:22]([CH:32]=[CH:33][CH:34]=1)[C:23]([NH:25][C:26]1[CH:31]=[CH:30][N:29]=[CH:28][N:27]=1)=[O:24].CC(C1C=C(C(C)C)C(C2C=CC=CC=2P(C2CCCCC2)C2CCCCC2)=C(C(C)C)C=1)C.C([O-])([O-])=O.[K+].[K+]. (7) Given the product [NH2:19][C:12]1[CH2:11][N:10]([CH3:15])[C:9](=[O:16])[C:8]([C:6]2[CH:7]=[C:2]([Br:1])[CH:3]=[CH:4][C:5]=2[F:18])([CH3:17])[N:13]=1, predict the reactants needed to synthesize it. The reactants are: [Br:1][C:2]1[CH:3]=[CH:4][C:5]([F:18])=[C:6]([C:8]2([CH3:17])[NH:13][C:12](=S)[CH2:11][N:10]([CH3:15])[C:9]2=[O:16])[CH:7]=1.[NH3:19].C(OO)(C)(C)C.S([O-])([O-])(=O)=S.[Na+].[Na+]. (8) Given the product [F:13][C:14]1[CH:38]=[C:37]([N+:39]([O-:41])=[O:40])[CH:36]=[CH:35][C:15]=1[O:16][C:17]1[CH:22]=[CH:21][N:20]=[C:19]2[CH:23]=[C:24]([C:26]3[CH:31]=[CH:30][C:29]([O:32][CH2:49][CH2:48][N:45]4[CH2:46][CH2:47][O:42][CH2:43][CH2:44]4)=[C:28]([O:33][CH3:34])[CH:27]=3)[S:25][C:18]=12, predict the reactants needed to synthesize it. The reactants are: CCOC(/N=N/C(OCC)=O)=O.[F:13][C:14]1[CH:38]=[C:37]([N+:39]([O-:41])=[O:40])[CH:36]=[CH:35][C:15]=1[O:16][C:17]1[CH:22]=[CH:21][N:20]=[C:19]2[CH:23]=[C:24]([C:26]3[CH:31]=[CH:30][C:29]([OH:32])=[C:28]([O:33][CH3:34])[CH:27]=3)[S:25][C:18]=12.[O:42]1[CH2:47][CH2:46][N:45]([CH2:48][CH2:49]O)[CH2:44][CH2:43]1.C1(P(C2C=CC=CC=2)C2C=CC=CC=2)C=CC=CC=1. (9) Given the product [CH3:5][C:6]1[CH:15]=[C:14]([N:16]2[C:20]3=[N:21][CH:22]=[CH:23][CH:24]=[C:19]3[C:18]([C:25]([OH:27])=[O:26])=[CH:17]2)[C:13]2[C:8](=[CH:9][CH:10]=[CH:11][CH:12]=2)[N:7]=1, predict the reactants needed to synthesize it. The reactants are: O.[OH-].[Li+].O.[CH3:5][C:6]1[CH:15]=[C:14]([N:16]2[C:20]3=[N:21][CH:22]=[CH:23][CH:24]=[C:19]3[C:18]([C:25]([O:27]C)=[O:26])=[CH:17]2)[C:13]2[C:8](=[CH:9][CH:10]=[CH:11][CH:12]=2)[N:7]=1. (10) Given the product [OH:1][C:2]1[C:3]2[CH:4]=[C:5](/[CH:16]=[CH:17]/[C:18]([N:22]([CH3:21])[CH2:23][C:24]3[O:25][C:26]4[CH:33]=[CH:32][CH:31]=[CH:30][C:27]=4[C:28]=3[CH3:29])=[O:20])[CH:6]=[N:7][C:8]=2[NH:9][C:10](=[O:15])[C:11]=1[CH:12]([CH3:13])[CH3:14], predict the reactants needed to synthesize it. The reactants are: [OH:1][C:2]1[C:3]2[CH:4]=[C:5](/[CH:16]=[CH:17]/[C:18]([OH:20])=O)[CH:6]=[N:7][C:8]=2[NH:9][C:10](=[O:15])[C:11]=1[CH:12]([CH3:14])[CH3:13].[CH3:21][NH:22][CH2:23][C:24]1[O:25][C:26]2[CH:33]=[CH:32][CH:31]=[CH:30][C:27]=2[C:28]=1[CH3:29].CCN=C=NCCCN(C)C.C1C=CC2N(O)N=NC=2C=1.CCN(C(C)C)C(C)C.Cl.